This data is from Full USPTO retrosynthesis dataset with 1.9M reactions from patents (1976-2016). The task is: Predict the reactants needed to synthesize the given product. (1) Given the product [N+:3]([C:6]1[CH:10]=[CH:9][N:8]([CH2:11][C:12]2[O:16][C:15]([CH:17]([OH:18])[CH3:19])=[CH:14][CH:13]=2)[N:7]=1)([O-:5])=[O:4].[N+:3]([C:6]1[CH:10]=[CH:9][N:8]([CH2:11][C:12]2[O:16][C:15]([CH:17]=[O:18])=[CH:14][CH:13]=2)[N:7]=1)([O-:5])=[O:4], predict the reactants needed to synthesize it. The reactants are: N#N.[N+:3]([C:6]1[CH:10]=[CH:9][N:8]([CH2:11][C:12]2[O:16][C:15]([CH:17]=[O:18])=[CH:14][CH:13]=2)[N:7]=1)([O-:5])=[O:4].[CH3:19][Mg]Br. (2) Given the product [C:25]([C:9]1[CH:8]=[N:7][N:6]2[CH:27]=[C:3]([NH:2][S:37]([CH3:36])(=[O:39])=[O:38])[C:4]([CH3:28])=[C:5]2[C:10]=1[NH:11][C:12]1[CH:13]=[CH:14][C:15]([O:18][C:19]2[CH:24]=[CH:23][CH:22]=[CH:21][CH:20]=2)=[CH:16][CH:17]=1)#[N:26], predict the reactants needed to synthesize it. The reactants are: Cl.[NH2:2][C:3]1[C:4]([CH3:28])=[C:5]2[C:10]([NH:11][C:12]3[CH:17]=[CH:16][C:15]([O:18][C:19]4[CH:24]=[CH:23][CH:22]=[CH:21][CH:20]=4)=[CH:14][CH:13]=3)=[C:9]([C:25]#[N:26])[CH:8]=[N:7][N:6]2[CH:27]=1.CN1CCOCC1.[CH3:36][S:37](Cl)(=[O:39])=[O:38].C(O)(=O)CC(CC(O)=O)(C(O)=O)O.